From a dataset of Forward reaction prediction with 1.9M reactions from USPTO patents (1976-2016). Predict the product of the given reaction. (1) Given the reactants C[O:2][C:3](=[O:42])[C:4]1[CH:9]=[CH:8][C:7]([NH:10][C:11]([C@H:13]2[C@H:17]([C:18]3[CH:23]=[CH:22][CH:21]=[C:20]([Cl:24])[C:19]=3[F:25])[C@:16]([C:28]3[CH:33]=[CH:32][C:31]([Cl:34])=[CH:30][C:29]=3[F:35])([C:26]#[N:27])[C@H:15]([CH2:36][C:37]([CH3:40])([CH3:39])[CH3:38])[NH:14]2)=[O:12])=[CH:6][C:5]=1[CH3:41].[OH-].[Na+], predict the reaction product. The product is: [Cl:24][C:20]1[C:19]([F:25])=[C:18]([C@@H:17]2[C@:16]([C:28]3[CH:33]=[CH:32][C:31]([Cl:34])=[CH:30][C:29]=3[F:35])([C:26]#[N:27])[C@H:15]([CH2:36][C:37]([CH3:38])([CH3:39])[CH3:40])[NH:14][C@H:13]2[C:11]([NH:10][C:7]2[CH:8]=[CH:9][C:4]([C:3]([OH:42])=[O:2])=[C:5]([CH3:41])[CH:6]=2)=[O:12])[CH:23]=[CH:22][CH:21]=1. (2) Given the reactants [CH2:1]1[C:10]2[CH:9]=[CH:8][CH:7]=[C:6]([C:11]#[N:12])[C:5]=2[CH2:4][CH2:3][NH:2]1, predict the reaction product. The product is: [CH:1]1[C:10]2[CH:9]=[CH:8][CH:7]=[C:6]([C:11]#[N:12])[C:5]=2[CH2:4][CH2:3][N:2]=1. (3) Given the reactants [C:1]([C:4]1[C:5]([NH:14][C:15]2[CH:20]=[CH:19][C:18]([N:21]3[CH2:26][CH2:25][N:24]([C:27]([O:29][C:30]([CH3:33])([CH3:32])[CH3:31])=[O:28])[CH2:23][CH2:22]3)=[CH:17][C:16]=2[F:34])=[N:6][C:7]([S:12][CH3:13])=[N:8][C:9]=1[NH:10][NH2:11])(=[O:3])[NH2:2].[CH:35]([O-])([O-])OC, predict the reaction product. The product is: [C:1]([C:4]1[C:9]2[N:8]([CH:35]=[N:11][N:10]=2)[C:7]([S:12][CH3:13])=[N:6][C:5]=1[NH:14][C:15]1[CH:20]=[CH:19][C:18]([N:21]2[CH2:22][CH2:23][N:24]([C:27]([O:29][C:30]([CH3:31])([CH3:33])[CH3:32])=[O:28])[CH2:25][CH2:26]2)=[CH:17][C:16]=1[F:34])(=[O:3])[NH2:2]. (4) Given the reactants O[O:2][S:3]([O-:5])=O.[K+].[CH3:7][O:8][C:9](=[O:29])[C:10]([CH2:20][C:21]1[CH:26]=[CH:25][CH:24]=[C:23]([C:27]#[N:28])[CH:22]=1)([NH:15][C:16]([O:18][CH3:19])=[O:17])[CH2:11][CH2:12]SC.CO.[CH2:32](Cl)Cl, predict the reaction product. The product is: [CH3:7][O:8][C:9](=[O:29])[C:10]([CH2:20][C:21]1[CH:26]=[CH:25][CH:24]=[C:23]([C:27]#[N:28])[CH:22]=1)([NH:15][C:16]([O:18][CH3:19])=[O:17])[CH2:11][CH2:12][S:3]([CH3:32])(=[O:5])=[O:2]. (5) Given the reactants [Br:1][C:2]1[CH:7]=[CH:6][C:5]([NH:8][C:9](=[O:14])[CH2:10][C:11](=O)[CH3:12])=[CH:4][CH:3]=1, predict the reaction product. The product is: [Br:1][C:2]1[CH:7]=[C:6]2[C:5](=[CH:4][CH:3]=1)[NH:8][C:9](=[O:14])[CH:10]=[C:11]2[CH3:12]. (6) Given the reactants [CH3:1][O:2][C:3]1[CH:40]=[CH:39][C:6]([CH2:7][N:8]([CH2:30][C:31]2[CH:36]=[CH:35][C:34]([O:37][CH3:38])=[CH:33][CH:32]=2)[C:9]2[N:14]=[CH:13][C:12]([C:15]3[C:16]4[CH2:29][CH2:28][NH:27][C:17]=4[N:18]=[C:19]([N:21]4[CH2:26][CH2:25][O:24][CH2:23][CH2:22]4)[N:20]=3)=[CH:11][N:10]=2)=[CH:5][CH:4]=1.Br[C:42]1[CH:56]=[CH:55][C:45]([C:46]([NH:48][C:49]2[CH:54]=[CH:53][N:52]=[CH:51][CH:50]=2)=[O:47])=[CH:44][C:43]=1[CH3:57], predict the reaction product. The product is: [CH3:38][O:37][C:34]1[CH:33]=[CH:32][C:31]([CH2:30][N:8]([CH2:7][C:6]2[CH:5]=[CH:4][C:3]([O:2][CH3:1])=[CH:40][CH:39]=2)[C:9]2[N:10]=[CH:11][C:12]([C:15]3[C:16]4[CH2:29][CH2:28][N:27]([C:42]5[CH:56]=[CH:55][C:45]([C:46]([NH:48][C:49]6[CH:54]=[CH:53][N:52]=[CH:51][CH:50]=6)=[O:47])=[CH:44][C:43]=5[CH3:57])[C:17]=4[N:18]=[C:19]([N:21]4[CH2:26][CH2:25][O:24][CH2:23][CH2:22]4)[N:20]=3)=[CH:13][N:14]=2)=[CH:36][CH:35]=1. (7) Given the reactants Br[CH2:2]C1C=CC(C(O)=O)=CC=1.[H-].[Na+].[CH2:14]([O:18][CH2:19][C:20]1[CH:28]=[CH:27][C:23]([C:24]([OH:26])=[O:25])=[CH:22][CH:21]=1)[CH2:15]C=C, predict the reaction product. The product is: [CH:14]([O:18][CH2:19][C:20]1[CH:21]=[CH:22][C:23]([C:24]([OH:26])=[O:25])=[CH:27][CH:28]=1)([CH3:15])[CH3:2]. (8) Given the reactants [CH2:1]([O:8][C:9]1[CH:10]=[C:11]([CH:24]=[CH:25][CH:26]=1)[CH2:12][N:13]1C(=O)C2=CC=CC=C2C1=O)[C:2]1[CH:7]=[CH:6][CH:5]=[CH:4][CH:3]=1.C1(=O)NC(=O)C2=CC=CC=C12, predict the reaction product. The product is: [CH2:1]([O:8][C:9]1[CH:10]=[C:11]([CH:24]=[CH:25][CH:26]=1)[CH2:12][NH2:13])[C:2]1[CH:3]=[CH:4][CH:5]=[CH:6][CH:7]=1. (9) Given the reactants [CH3:1][C:2]([O:5][C:6]([NH:8][CH2:9][C@@H:10]([OH:15])[CH2:11][C:12]([O-:14])=[O:13])=[O:7])([CH3:4])[CH3:3].[Na+:16].[CH3:17]C(OC(NC[C@@H](O)CC(O)=O)=O)(C)C, predict the reaction product. The product is: [CH3:4][C:2]([O:5][C:6]([N:8]([CH3:17])[CH2:9][CH:10]([OH:15])[CH2:11][C:12]([O-:14])=[O:13])=[O:7])([CH3:1])[CH3:3].[Na+:16].